This data is from Catalyst prediction with 721,799 reactions and 888 catalyst types from USPTO. The task is: Predict which catalyst facilitates the given reaction. (1) Reactant: [I:1][C:2]1[CH:7]=[CH:6][C:5]([OH:8])=[CH:4][CH:3]=1.[H-].[Na+].[Br:11][CH2:12][CH2:13][CH2:14]Br.C(O)(=O)CC(CC(O)=O)(C(O)=O)O. Product: [Br:11][CH2:12][CH2:13][CH2:14][O:8][C:5]1[CH:6]=[CH:7][C:2]([I:1])=[CH:3][CH:4]=1. The catalyst class is: 9. (2) Reactant: [CH3:1][C:2]1[N:3]([C:17]2[C:22]([CH3:23])=[CH:21][C:20]([CH3:24])=[CH:19][C:18]=2[CH3:25])[C:4]2[C:9]([N:10]=1)=[C:8]([NH:11][C:12](=O)[CH2:13][Cl:14])[CH:7]=[C:6]([CH3:16])[N:5]=2. Product: [CH3:1][C:2]1[N:3]([C:17]2[C:22]([CH3:23])=[CH:21][C:20]([CH3:24])=[CH:19][C:18]=2[CH3:25])[C:4]2[C:9]([N:10]=1)=[C:8]([NH:11][CH2:12][CH2:13][Cl:14])[CH:7]=[C:6]([CH3:16])[N:5]=2. The catalyst class is: 1. (3) Reactant: C1C(=O)N([Br:8])C(=O)C1.[CH2:9]([O:11][C:12]([C:14]1[C:18]([CH3:19])=[C:17]([C:20]2[Se:21][CH:22]=[CH:23][CH:24]=2)[N:16]([C:25]2[CH:30]=[CH:29][C:28]([Cl:31])=[CH:27][C:26]=2[Cl:32])[N:15]=1)=[O:13])[CH3:10]. Product: [CH2:9]([O:11][C:12]([C:14]1[C:18]([CH3:19])=[C:17]([C:20]2[Se:21][C:22]([Br:8])=[CH:23][CH:24]=2)[N:16]([C:25]2[CH:30]=[CH:29][C:28]([Cl:31])=[CH:27][C:26]=2[Cl:32])[N:15]=1)=[O:13])[CH3:10]. The catalyst class is: 10. (4) Reactant: [Cl:1][C:2]1[C:3]2[S:10][C:9]([C:11](Cl)=[O:12])=[CH:8][C:4]=2[N:5]=[CH:6][N:7]=1.[NH2:14][CH2:15][CH2:16][N:17]1[CH2:22][CH2:21][O:20][CH2:19][CH2:18]1. Product: [Cl:1][C:2]1[C:3]2[S:10][C:9]([C:11]([NH:14][CH2:15][CH2:16][N:17]3[CH2:22][CH2:21][O:20][CH2:19][CH2:18]3)=[O:12])=[CH:8][C:4]=2[N:5]=[CH:6][N:7]=1. The catalyst class is: 2. (5) Reactant: [CH3:1][NH:2][C@@H:3]1[C:8]2[CH:9]=[CH:10][CH:11]=[CH:12][C:7]=2[C@H:6]([C:13]2[CH:14]=[CH:15][C:16]([Cl:20])=[C:17]([Cl:19])[CH:18]=2)[CH2:5][CH2:4]1.[ClH:21].CC(N(C)C)=O. Product: [CH3:1][NH:2][C@@H:3]1[C:8]2[CH:9]=[CH:10][CH:11]=[CH:12][C:7]=2[C@H:6]([C:13]2[CH:14]=[CH:15][C:16]([Cl:20])=[C:17]([Cl:19])[CH:18]=2)[CH2:5][CH2:4]1.[ClH:21]. The catalyst class is: 10. (6) Reactant: [F:1][C:2]1[CH:3]=[C:4]([C:9]2[CH:17]=[CH:16][C:12]([C:13]([OH:15])=O)=[CH:11][N:10]=2)[CH:5]=[C:6]([F:8])[CH:7]=1.Cl.[F:19][C:20]([F:30])([F:29])[CH2:21][N:22]1[CH2:27][CH2:26][CH:25]([NH2:28])[CH2:24][CH2:23]1.CN(C(ON1N=NC2C=CC=NC1=2)=[N+](C)C)C.F[P-](F)(F)(F)(F)F. Product: [F:8][C:6]1[CH:5]=[C:4]([C:9]2[CH:17]=[CH:16][C:12]([C:13]([NH:28][CH:25]3[CH2:26][CH2:27][N:22]([CH2:21][C:20]([F:30])([F:19])[F:29])[CH2:23][CH2:24]3)=[O:15])=[CH:11][N:10]=2)[CH:3]=[C:2]([F:1])[CH:7]=1. The catalyst class is: 10. (7) Reactant: [F:1][C:2]1[C:6]([F:7])=[CH:5][N:4]([C:8]2[CH:13]=[CH:12][C:11]([N:14]3[CH:19]=[C:18]([O:20][CH3:21])[C:17](=[O:22])[C:16]([C:23]4[N:27]([C:28]5[CH:33]=[CH:32][CH:31]=[CH:30][CH:29]=5)[N:26]=[CH:25][CH:24]=4)=[N:15]3)=[C:10]([OH:34])[CH:9]=2)[CH:3]=1.FC(F)(F)S(O[CH2:41][C:42]([F:45])([F:44])[F:43])(=O)=O.C(=O)([O-])[O-].[K+].[K+].O. Product: [F:1][C:2]1[C:6]([F:7])=[CH:5][N:4]([C:8]2[CH:13]=[CH:12][C:11]([N:14]3[CH:19]=[C:18]([O:20][CH3:21])[C:17](=[O:22])[C:16]([C:23]4[N:27]([C:28]5[CH:33]=[CH:32][CH:31]=[CH:30][CH:29]=5)[N:26]=[CH:25][CH:24]=4)=[N:15]3)=[C:10]([O:34][CH2:41][C:42]([F:45])([F:44])[F:43])[CH:9]=2)[CH:3]=1. The catalyst class is: 3. (8) Reactant: [Cl:1][C:2]1[CH:7]=[CH:6][C:5]([C:8]2([OH:23])[C:13]3([CH2:15][CH2:14]3)[CH2:12][N:11](C(OC(C)(C)C)=O)[CH2:10][CH2:9]2)=[CH:4][CH:3]=1.Cl. Product: [Cl:1][C:2]1[CH:7]=[CH:6][C:5]([C:8]2([OH:23])[C:13]3([CH2:15][CH2:14]3)[CH2:12][NH:11][CH2:10][CH2:9]2)=[CH:4][CH:3]=1. The catalyst class is: 12. (9) Product: [NH:30]1[CH2:36][CH2:35][CH2:34][CH2:33][C@H:32]([NH:37][C:12]([C:10]2[S:11][C:7]([C:1]3[CH:2]=[CH:3][CH:4]=[CH:5][CH:6]=3)=[CH:8][C:9]=2[NH:16][C:17]([NH2:19])=[O:18])=[O:14])[CH2:31]1. Reactant: [C:1]1([C:7]2[S:11][C:10]([C:12]([O:14]C)=O)=[C:9]([NH:16][C:17]([NH:19]C(=O)C(Cl)(Cl)Cl)=[O:18])[CH:8]=2)[CH:6]=[CH:5][CH:4]=[CH:3][CH:2]=1.C[Al](C)C.[NH:30]1[CH2:36][CH2:35][CH2:34][CH2:33][C@H:32]([NH2:37])[CH2:31]1.[C@H](O)(C([O-])=O)[C@@H](O)C([O-])=O.[Na+].[K+]. The catalyst class is: 1. (10) Reactant: C([O:3][C:4]([CH:6]1[CH:10]([C:11]2[C:16]([O:17][CH3:18])=[CH:15][C:14]([O:19][CH3:20])=[CH:13][C:12]=2[O:21][CH3:22])[CH2:9][N:8]([CH3:23])[C:7]1=[O:24])=O)C.[BH4-].[Na+]. Product: [OH:3][CH2:4][CH:6]1[CH:10]([C:11]2[C:12]([O:21][CH3:22])=[CH:13][C:14]([O:19][CH3:20])=[CH:15][C:16]=2[O:17][CH3:18])[CH2:9][N:8]([CH3:23])[C:7]1=[O:24]. The catalyst class is: 8.